From a dataset of Forward reaction prediction with 1.9M reactions from USPTO patents (1976-2016). Predict the product of the given reaction. (1) Given the reactants [CH3:1][Br:2].[C:3]([N:7]([CH3:25])[CH2:8][CH2:9][C@@H:10]([C:17]1[CH:22]=[C:21]([CH3:23])[CH:20]=[CH:19][C:18]=1[OH:24])[C:11]1[CH:16]=[CH:15][CH:14]=[CH:13][CH:12]=1)([CH3:6])([CH3:5])[CH3:4], predict the reaction product. The product is: [Br-:2].[C:3]([N+:7]([CH3:1])([CH3:25])[CH2:8][CH2:9][C@@H:10]([C:17]1[CH:22]=[C:21]([CH3:23])[CH:20]=[CH:19][C:18]=1[OH:24])[C:11]1[CH:16]=[CH:15][CH:14]=[CH:13][CH:12]=1)([CH3:6])([CH3:5])[CH3:4]. (2) Given the reactants [CH3:1][O:2][C:3]([C:5]1[C:6]([C:18]2[CH:23]=[CH:22][C:21]([F:24])=[CH:20][CH:19]=2)([CH3:17])[N:7]=[C:8]([C:12]2[S:13][CH:14]=[CH:15][N:16]=2)[NH:9][C:10]=1[CH3:11])=[O:4].[CH3:25][C:26]([O:29][C:30](O[C:30]([O:29][C:26]([CH3:28])([CH3:27])[CH3:25])=[O:31])=[O:31])([CH3:28])[CH3:27], predict the reaction product. The product is: [CH3:1][O:2][C:3]([C:5]1[C:6]([C:18]2[CH:19]=[CH:20][C:21]([F:24])=[CH:22][CH:23]=2)([CH3:17])[N:7]=[C:8]([C:12]2[S:13][CH:14]=[CH:15][N:16]=2)[N:9]([C:30]([O:29][C:26]([CH3:28])([CH3:27])[CH3:25])=[O:31])[C:10]=1[CH3:11])=[O:4]. (3) Given the reactants [CH2:1]([O:3][C:4]([N:6]1[CH2:11][CH2:10][N:9]([C:12](=[O:56])[C@@H:13]([NH:23][C:24]([C:26]2[CH:30]=[C:29]([O:31][CH2:32][C:33]([N:35]3[CH2:39][CH2:38][CH:37]([C:40]([O:42]CC4C=CC=CC=4)=[O:41])[CH2:36]3)=[O:34])[N:28]([C:50]3[CH:55]=[CH:54][CH:53]=[CH:52][CH:51]=3)[N:27]=2)=[O:25])[CH2:14][CH2:15][C:16]([O:18][C:19]([CH3:22])([CH3:21])[CH3:20])=[O:17])[CH2:8][CH2:7]1)=[O:5])[CH3:2], predict the reaction product. The product is: [CH2:1]([O:3][C:4]([N:6]1[CH2:7][CH2:8][N:9]([C:12](=[O:56])[C@@H:13]([NH:23][C:24]([C:26]2[CH:30]=[C:29]([O:31][CH2:32][C:33]([N:35]3[CH2:39][CH2:38][CH:37]([C:40]([OH:42])=[O:41])[CH2:36]3)=[O:34])[N:28]([C:50]3[CH:55]=[CH:54][CH:53]=[CH:52][CH:51]=3)[N:27]=2)=[O:25])[CH2:14][CH2:15][C:16]([O:18][C:19]([CH3:22])([CH3:21])[CH3:20])=[O:17])[CH2:10][CH2:11]1)=[O:5])[CH3:2]. (4) Given the reactants C(O)(=O)/C=C/C(O)=O.[NH2:9][CH2:10][C@@H:11]([O:18][C:19]1[CH:26]=[C:25]([Cl:27])[C:24]([F:28])=[CH:23][C:20]=1[C:21]#[N:22])[C:12]1[CH:17]=[CH:16][CH:15]=[CH:14][CH:13]=1.Cl.[C:30](=[NH:34])(OC)[CH3:31].C(N(CC)CC)C.Cl, predict the reaction product. The product is: [ClH:27].[Cl:27][C:25]1[C:24]([F:28])=[CH:23][C:20]([C:21]#[N:22])=[C:19]([CH:26]=1)[O:18][CH:11]([C:12]1[CH:17]=[CH:16][CH:15]=[CH:14][CH:13]=1)[CH2:10][NH:9][C:30](=[NH:34])[CH3:31]. (5) Given the reactants [Cl:1][C:2]1[C:3]2[CH:10]=[C:9]([C:11]([NH2:13])=O)[S:8][C:4]=2[N:5]=[CH:6][N:7]=1.N1C(Cl)=NC(Cl)=NC=1Cl, predict the reaction product. The product is: [Cl:1][C:2]1[C:3]2[CH:10]=[C:9]([C:11]#[N:13])[S:8][C:4]=2[N:5]=[CH:6][N:7]=1.